Dataset: Aqueous solubility values for 9,982 compounds from the AqSolDB database. Task: Regression/Classification. Given a drug SMILES string, predict its absorption, distribution, metabolism, or excretion properties. Task type varies by dataset: regression for continuous measurements (e.g., permeability, clearance, half-life) or binary classification for categorical outcomes (e.g., BBB penetration, CYP inhibition). For this dataset (solubility_aqsoldb), we predict Y. (1) The drug is O=C(O)[C@H](O)c1ccccc1. The Y is -0.142 log mol/L. (2) The molecule is O=C([O-])C(F)(F)C(F)F.[Na+]. The Y is -0.883 log mol/L. (3) The molecule is Cc1c2ccccc2c(C)c2c1ccc1ccccc12. The Y is -6.78 log mol/L. (4) The molecule is C#CCC. The Y is -1.28 log mol/L. (5) The molecule is NC(=O)NCO. The Y is -0.346 log mol/L. (6) The compound is Ic1cccc(I)c1. The Y is -4.52 log mol/L. (7) The drug is Nc1c(N=Nc2ccc(S(=O)(=O)CCOS(=O)(=O)[O-])cc2S(=O)(=O)[O-])cc(S(=O)(=O)[O-])c(N)c1N=Nc1ccc(S(=O)(=O)CCOS(=O)(=O)[O-])cc1.[K+].[K+].[Na+].[Na+]. The Y is -0.289 log mol/L. (8) The drug is CC(C)(C)C(O)C(Cc1ccc(Cl)cc1Cl)n1cncn1. The Y is -4.56 log mol/L. (9) The molecule is COCCOCCO. The Y is 0.920 log mol/L. (10) The molecule is CCCC(C)(C)O. The Y is -0.499 log mol/L.